Dataset: Reaction yield outcomes from USPTO patents with 853,638 reactions. Task: Predict the reaction yield, written as a fraction of the theoretical maximum amount of product (1.0 means a 100% yield; for example, 0.34 means a 34% yield). The reactants are C([O:3][C:4]([CH:6]1[CH2:11][CH2:10][N:9]([CH:12]2[CH2:18][CH:17]3[N:19]([C:20]([O:22][CH2:23][CH3:24])=[O:21])[CH:14]([CH2:15][CH2:16]3)[CH2:13]2)[CH2:8][CH2:7]1)=[O:5])C.[Li+].[OH-].Cl. The catalyst is C1COCC1. The product is [CH2:23]([O:22][C:20]([N:19]1[CH:14]2[CH2:15][CH2:16][CH:17]1[CH2:18][CH:12]([N:9]1[CH2:8][CH2:7][CH:6]([C:4]([OH:5])=[O:3])[CH2:11][CH2:10]1)[CH2:13]2)=[O:21])[CH3:24]. The yield is 1.00.